From a dataset of Forward reaction prediction with 1.9M reactions from USPTO patents (1976-2016). Predict the product of the given reaction. (1) Given the reactants Cl[C:2]1[N:7]=[C:6]([C:8]2[CH:13]=[CH:12][N:11]=[C:10]3[NH:14][CH:15]=[CH:16][C:9]=23)[CH:5]=[CH:4][N:3]=1.[Br:17][C:18]1[CH:19]=[C:20]([CH:22]=[CH:23][C:24]=1[CH3:25])[NH2:21].O.C1(C)C=CC(S(O)(=O)=O)=CC=1, predict the reaction product. The product is: [Br:17][C:18]1[CH:19]=[C:20]([NH:21][C:2]2[N:7]=[C:6]([C:8]3[CH:13]=[CH:12][N:11]=[C:10]4[NH:14][CH:15]=[CH:16][C:9]=34)[CH:5]=[CH:4][N:3]=2)[CH:22]=[CH:23][C:24]=1[CH3:25]. (2) Given the reactants [CH3:1][N:2]([CH2:13][C:14]1[N:18]([CH2:19][CH:20]2[O:25][CH2:24][CH2:23][N:22](C(OC(C)(C)C)=O)[CH2:21]2)[C:17]2[CH:33]=[CH:34][CH:35]=[CH:36][C:16]=2[N:15]=1)[CH:3]1[C:12]2[N:11]=[CH:10][CH:9]=[CH:8][C:7]=2[CH2:6][CH2:5][CH2:4]1.CN(CC1N(CC2CCNCC2)C2C=CC=CC=2N=1)C1C2N=CC=CC=2CCC1, predict the reaction product. The product is: [CH3:1][N:2]([CH2:13][C:14]1[N:18]([CH2:19][CH:20]2[O:25][CH2:24][CH2:23][NH:22][CH2:21]2)[C:17]2[CH:33]=[CH:34][CH:35]=[CH:36][C:16]=2[N:15]=1)[CH:3]1[C:12]2[N:11]=[CH:10][CH:9]=[CH:8][C:7]=2[CH2:6][CH2:5][CH2:4]1. (3) The product is: [F:14][C:2]([F:1])([F:13])[C:3]1[CH:12]=[CH:11][C:6]2[N:7]=[C:8]([NH:10][C:42](=[O:43])[CH2:41][O:40][C:39]3[CH:45]=[C:46](/[CH:49]=[CH:50]\[C:51]4[CH:56]=[C:55]([O:57][CH3:58])[C:54]([O:59][CH3:60])=[C:53]([O:61][CH3:62])[CH:52]=4)[CH:47]=[CH:48][C:38]=3[O:37][CH3:36])[S:9][C:5]=2[CH:4]=1. Given the reactants [F:1][C:2]([F:14])([F:13])[C:3]1[CH:12]=[CH:11][C:6]2[N:7]=[C:8]([NH2:10])[S:9][C:5]=2[CH:4]=1.C(N=C=NCCCN(C)C)C.ON1C2C=CC=CC=2N=N1.[CH3:36][O:37][C:38]1[CH:48]=[CH:47][C:46](/[CH:49]=[CH:50]\[C:51]2[CH:56]=[C:55]([O:57][CH3:58])[C:54]([O:59][CH3:60])=[C:53]([O:61][CH3:62])[CH:52]=2)=[CH:45][C:39]=1[O:40][CH2:41][C:42](O)=[O:43], predict the reaction product. (4) The product is: [Ag:1].[C:2]([OH:14])(=[O:13])[CH2:3][C:4]([CH2:9][C:10]([OH:12])=[O:11])([C:6]([O-:8])=[O:7])[OH:5].[Ag+:1]. Given the reactants [Ag:1].[C:2]([OH:14])(=[O:13])[CH2:3][C:4]([CH2:9][C:10]([OH:12])=[O:11])([C:6]([OH:8])=[O:7])[OH:5], predict the reaction product. (5) Given the reactants C([O:5][C:6](=[O:53])[C:7]([O:10]/[N:11]=[C:12](/[C:40]1[N:41]=[C:42]([NH:45]C(OC(C)(C)C)=O)[S:43][CH:44]=1)\[C:13]([NH:15][C@@H:16]1[C:19](=[O:20])[N:18]([S:21]([OH:24])(=[O:23])=[O:22])[C@@H:17]1[CH2:25][N:26]1[N:30]=[N:29][C:28]([CH2:31][NH:32]C(OC(C)(C)C)=O)=[N:27]1)=[O:14])([CH3:9])[CH3:8])(C)(C)C.C(O)(C(F)(F)F)=O, predict the reaction product. The product is: [NH2:32][CH2:31][C:28]1[N:29]=[N:30][N:26]([CH2:25][C@@H:17]2[C@H:16]([NH:15][C:13](=[O:14])/[C:12](=[N:11]\[O:10][C:7]([CH3:9])([CH3:8])[C:6]([OH:53])=[O:5])/[C:40]3[N:41]=[C:42]([NH2:45])[S:43][CH:44]=3)[C:19](=[O:20])[N:18]2[S:21]([OH:24])(=[O:23])=[O:22])[N:27]=1. (6) The product is: [ClH:17].[ClH:17].[NH2:2][CH2:1][C:3]1[O:7][C:6]([CH3:8])=[N:5][C:4]=1[CH2:9][CH2:10][C:11]1[CH:16]=[CH:15][CH:14]=[CH:13][CH:12]=1. Given the reactants [C:1]([C:3]1[O:7][C:6]([CH3:8])=[N:5][C:4]=1[CH2:9][CH2:10][C:11]1[CH:16]=[CH:15][CH:14]=[CH:13][CH:12]=1)#[N:2].[ClH:17].[H][H], predict the reaction product.